Dataset: Forward reaction prediction with 1.9M reactions from USPTO patents (1976-2016). Task: Predict the product of the given reaction. (1) The product is: [CH2:29]([O:28][C:26]1[CH:25]=[C:24]([O:31][CH2:32][CH3:33])[C:11]2[C@:12]3([OH:23])[C@H:13]([OH:22])[CH2:14][C@@H:15]([C:16]4[CH:21]=[CH:20][CH:19]=[CH:18][CH:17]=4)[C@:8]3([C:5]3[CH:4]=[CH:3][C:2]([N:34]4[CH2:38][CH2:37][CH2:36][CH2:35]4)=[CH:7][CH:6]=3)[O:9][C:10]=2[CH:27]=1)[CH3:30]. Given the reactants Br[C:2]1[CH:7]=[CH:6][C:5]([C@:8]23[C@H:15]([C:16]4[CH:21]=[CH:20][CH:19]=[CH:18][CH:17]=4)[CH2:14][C@@H:13]([OH:22])[C@@:12]2([OH:23])[C:11]2[C:24]([O:31][CH2:32][CH3:33])=[CH:25][C:26]([O:28][CH2:29][CH3:30])=[CH:27][C:10]=2[O:9]3)=[CH:4][CH:3]=1.[NH:34]1[CH2:38][CH2:37][CH2:36][CH2:35]1.CC(C)([O-])C.[Na+].C1(P(C2C=CC=CC=2)C2C=CC3C(=CC=CC=3)C=2C2C3C(=CC=CC=3)C=CC=2P(C2C=CC=CC=2)C2C=CC=CC=2)C=CC=CC=1, predict the reaction product. (2) Given the reactants C[O:2][C:3]1[CH:4]=[C:5]([C:9]2[C:17]3[C:12](=[N:13][CH:14]=[CH:15][CH:16]=3)[O:11][N:10]=2)[CH:6]=[CH:7][CH:8]=1.B(Br)(Br)Br, predict the reaction product. The product is: [O:11]1[C:12]2=[N:13][CH:14]=[CH:15][CH:16]=[C:17]2[C:9]([C:5]2[CH:4]=[C:3]([OH:2])[CH:8]=[CH:7][CH:6]=2)=[N:10]1. (3) Given the reactants [N:1]1[CH:6]=[CH:5][CH:4]=[C:3]([NH2:7])[N:2]=1.[CH2:8]([O:15][C:16](=[O:24])[NH:17][CH:18]([CH3:23])[C:19](=O)[CH2:20]Br)[C:9]1[CH:14]=[CH:13][CH:12]=[CH:11][CH:10]=1, predict the reaction product. The product is: [CH2:8]([O:15][C:16](=[O:24])[NH:17][CH:18]([C:19]1[N:7]=[C:3]2[CH:4]=[CH:5][CH:6]=[N:1][N:2]2[CH:20]=1)[CH3:23])[C:9]1[CH:14]=[CH:13][CH:12]=[CH:11][CH:10]=1. (4) Given the reactants [Cl:1][C:2]1[CH:3]=[C:4]2[C:8](=[CH:9][CH:10]=1)[N:7]([C:11]1[N:15]([CH3:16])[N:14]=[C:13]([CH3:17])[C:12]=1[C@@H:18]1[CH2:20][C@H:19]1[C:21]([O:23]C(C)(C)C)=[O:22])[CH:6]=[CH:5]2, predict the reaction product. The product is: [Cl:1][C:2]1[CH:3]=[C:4]2[C:8](=[CH:9][CH:10]=1)[N:7]([C:11]1[N:15]([CH3:16])[N:14]=[C:13]([CH3:17])[C:12]=1[C@@H:18]1[CH2:20][C@H:19]1[C:21]([OH:23])=[O:22])[CH:6]=[CH:5]2. (5) Given the reactants C[N:2](C)/[C:3](=[N:5]/[C:6]([C:8]1[N:17]=[C:16]2[N:10]([CH2:11][CH2:12][O:13][C:14]3[CH:21]=[C:20]([Br:22])[CH:19]=[CH:18][C:15]=32)[CH:9]=1)=O)/[CH3:4].C(O)(=O)C.Cl.[CH:29]([NH:32]N)([CH3:31])[CH3:30], predict the reaction product. The product is: [Br:22][C:20]1[CH:19]=[CH:18][C:15]2[C:16]3[N:10]([CH2:11][CH2:12][O:13][C:14]=2[CH:21]=1)[CH:9]=[C:8]([C:6]1[N:32]([CH:29]([CH3:31])[CH3:30])[N:2]=[C:3]([CH3:4])[N:5]=1)[N:17]=3. (6) Given the reactants CC1(C)O/[C:5](=[CH:7]/[C:8](=[O:13])[C:9]([O:11][CH3:12])=[O:10])/[CH2:4][O:3]1.[NH:15]([C:17]1[C:22]([Cl:23])=[CH:21][CH:20]=[CH:19][N:18]=1)[NH2:16], predict the reaction product. The product is: [Cl:23][C:22]1[C:17]([N:15]2[C:8]([OH:13])([C:9]([O:11][CH3:12])=[O:10])[CH2:7][C:5]([CH2:4][OH:3])=[N:16]2)=[N:18][CH:19]=[CH:20][CH:21]=1. (7) The product is: [CH3:1][CH:2]([CH2:23][N:24]([CH2:25][C:26]1[CH:27]=[CH:28][CH:29]=[CH:30][CH:31]=1)[CH3:34])[C:3]([N:5]([CH2:10][C:11]1[CH:21]=[C:20]([Cl:22])[C:14]2[O:15][CH2:16][CH2:17][CH2:18][O:19][C:13]=2[CH:12]=1)[CH2:6][CH:7]([CH3:8])[CH3:9])=[O:4]. Given the reactants [CH3:1][CH:2]([CH2:23][NH:24][CH2:25][C:26]1[CH:31]=[CH:30][CH:29]=[CH:28][CH:27]=1)[C:3]([N:5]([CH2:10][C:11]1[CH:21]=[C:20]([Cl:22])[C:14]2[O:15][CH2:16][CH2:17][CH2:18][O:19][C:13]=2[CH:12]=1)[CH2:6][CH:7]([CH3:9])[CH3:8])=[O:4].C=O.[C:34](O)(=O)C.C(O[BH-](OC(=O)C)OC(=O)C)(=O)C.[Na+], predict the reaction product.